From a dataset of Full USPTO retrosynthesis dataset with 1.9M reactions from patents (1976-2016). Predict the reactants needed to synthesize the given product. Given the product [CH3:1][O:2][C:3]1[CH:8]=[C:7]([N:22]2[CH2:23][CH2:24][N:19]3[C@H:20]([CH2:15][O:16][CH2:17][CH2:18]3)[CH2:21]2)[CH:6]=[CH:5][C:4]=1[N+:10]([O-:12])=[O:11], predict the reactants needed to synthesize it. The reactants are: [CH3:1][O:2][C:3]1[CH:8]=[C:7](F)[CH:6]=[CH:5][C:4]=1[N+:10]([O-:12])=[O:11].Cl.Cl.[CH2:15]1[C@@H:20]2[CH2:21][NH:22][CH2:23][CH2:24][N:19]2[CH2:18][CH2:17][O:16]1.C([O-])([O-])=O.[K+].[K+].